From a dataset of Forward reaction prediction with 1.9M reactions from USPTO patents (1976-2016). Predict the product of the given reaction. (1) Given the reactants [CH2:1]([O:3][CH:4]([CH2:10][C:11]1[CH:16]=[CH:15][C:14]([O:17][CH2:18][C:19](=[N:28][O:29][CH3:30])[C:20]2[CH:25]=[CH:24][CH:23]=[C:22]([O:26][CH3:27])[CH:21]=2)=[CH:13][CH:12]=1)[C:5]([O:7]CC)=[O:6])[CH3:2].[OH-].[Na+], predict the reaction product. The product is: [CH2:1]([O:3][CH:4]([CH2:10][C:11]1[CH:12]=[CH:13][C:14]([O:17][CH2:18][C:19](=[N:28][O:29][CH3:30])[C:20]2[CH:25]=[CH:24][CH:23]=[C:22]([O:26][CH3:27])[CH:21]=2)=[CH:15][CH:16]=1)[C:5]([OH:7])=[O:6])[CH3:2]. (2) The product is: [C:22]1([C:28]2[O:32][C:31]([C:33]3[CH:38]=[CH:37][C:36]([C:2]4[C:15]5[C:10](=[CH:11][CH:12]=[CH:13][CH:14]=5)[C:9]([C:16]5[CH:17]=[N:18][CH:19]=[CH:20][CH:21]=5)=[C:8]5[C:3]=4[CH:4]=[CH:5][CH:6]=[CH:7]5)=[CH:35][CH:34]=3)=[N:30][N:29]=2)[CH:27]=[CH:26][CH:25]=[CH:24][CH:23]=1. Given the reactants Br[C:2]1[C:15]2[C:10](=[CH:11][CH:12]=[CH:13][CH:14]=2)[C:9]([C:16]2[CH:17]=[N:18][CH:19]=[CH:20][CH:21]=2)=[C:8]2[C:3]=1[CH:4]=[CH:5][CH:6]=[CH:7]2.[C:22]1([C:28]2[O:32][C:31]([C:33]3[CH:38]=[CH:37][C:36](B(O)O)=[CH:35][CH:34]=3)=[N:30][N:29]=2)[CH:27]=[CH:26][CH:25]=[CH:24][CH:23]=1.C(=O)([O-])[O-].[Na+].[Na+].C1(C)C=CC=CC=1, predict the reaction product. (3) Given the reactants [CH2:1]([S:3]([C:6]1[CH:14]=[CH:13][C:9]([C:10]([OH:12])=[O:11])=[CH:8][C:7]=1[F:15])(=[O:5])=[O:4])[CH3:2].[N+:16]([O-])([OH:18])=[O:17], predict the reaction product. The product is: [CH2:1]([S:3]([C:6]1[C:7]([F:15])=[CH:8][C:9]([C:10]([OH:12])=[O:11])=[C:13]([N+:16]([O-:18])=[O:17])[CH:14]=1)(=[O:4])=[O:5])[CH3:2]. (4) Given the reactants [NH:1]1[CH2:6][CH2:5][C:4](=[N:7][O:8][CH:9]2[CH2:14][CH2:13][N:12]([C:15]([O:17][CH:18]([CH3:20])[CH3:19])=[O:16])[CH2:11][CH2:10]2)[CH2:3][CH2:2]1.[F:21][C:22]1[CH:27]=[C:26]([S:28]([CH3:30])=[O:29])[C:25]([F:31])=[CH:24][C:23]=1F.C(N(C(C)C)CC)(C)C.C(OCC)(=O)C, predict the reaction product. The product is: [CH:18]([O:17][C:15]([N:12]1[CH2:11][CH2:10][CH:9]([O:8][N:7]=[C:4]2[CH2:3][CH2:2][N:1]([C:23]3[CH:24]=[C:25]([F:31])[C:26]([S:28]([CH3:30])=[O:29])=[CH:27][C:22]=3[F:21])[CH2:6][CH2:5]2)[CH2:14][CH2:13]1)=[O:16])([CH3:20])[CH3:19]. (5) Given the reactants [C:1]1([CH3:28])[CH:6]=[CH:5][CH:4]=[C:3]([S:7]([N:10]2[CH2:19][CH2:18][CH2:17][C:16]3[N:15]=[CH:14][C:13]([NH:20]C(=O)OC(C)(C)C)=[CH:12][C:11]2=3)(=[O:9])=[O:8])[CH:2]=1.FC(F)(F)C(O)=O, predict the reaction product. The product is: [C:1]1([CH3:28])[CH:6]=[CH:5][CH:4]=[C:3]([S:7]([N:10]2[CH2:19][CH2:18][CH2:17][C:16]3[N:15]=[CH:14][C:13]([NH2:20])=[CH:12][C:11]2=3)(=[O:9])=[O:8])[CH:2]=1. (6) Given the reactants N([O-])=O.[Na+].[CH3:5][O:6][C:7]1[CH:8]=[C:9]([C:15]2[CH:20]=[CH:19][CH:18]=[C:17]([C:21]([F:24])([F:23])[F:22])[CH:16]=2)[CH:10]=[C:11]([CH3:14])[C:12]=1N.[I-:25].[K+], predict the reaction product. The product is: [I:25][C:12]1[C:11]([CH3:14])=[CH:10][C:9]([C:15]2[CH:20]=[CH:19][CH:18]=[C:17]([C:21]([F:24])([F:23])[F:22])[CH:16]=2)=[CH:8][C:7]=1[O:6][CH3:5]. (7) The product is: [Cl:10][C:11]1[CH:16]=[CH:15][CH:14]=[C:13]([Cl:17])[C:12]=1[CH:18]([Cl:1])[CH3:19]. Given the reactants [Cl:1]C1N=C(Cl)N=C(Cl)N=1.[Cl:10][C:11]1[CH:16]=[CH:15][CH:14]=[C:13]([Cl:17])[C:12]=1[CH:18](O)[CH3:19], predict the reaction product. (8) Given the reactants [CH3:1][N:2]1[CH:7]=[C:6](B2OC(C)(C)C(C)(C)O2)[CH:5]=[CH:4][C:3]1=[O:17].Br[C:19]1[CH:24]=[C:23]([S:25]([CH3:28])(=[O:27])=[O:26])[CH:22]=[CH:21][C:20]=1[O:29][CH2:30][CH:31]1[CH2:33][CH2:32]1, predict the reaction product. The product is: [CH:31]1([CH2:30][O:29][C:20]2[CH:19]=[CH:24][C:23]([S:25]([CH3:28])(=[O:27])=[O:26])=[CH:22][C:21]=2[C:6]2[CH:5]=[CH:4][C:3](=[O:17])[N:2]([CH3:1])[CH:7]=2)[CH2:32][CH2:33]1. (9) Given the reactants [C:1]([NH:4][C:5]1[S:6][C:7]2[C:18]([OH:19])=[CH:17][CH:16]=[CH:15][C:8]=2[C:9]=1[C:10]([O:12][CH2:13][CH3:14])=[O:11])(=[O:3])[CH3:2].[C:20](=O)([O-])[O-].[K+].[K+].CI, predict the reaction product. The product is: [C:1]([NH:4][C:5]1[S:6][C:7]2[C:18]([O:19][CH3:20])=[CH:17][CH:16]=[CH:15][C:8]=2[C:9]=1[C:10]([O:12][CH2:13][CH3:14])=[O:11])(=[O:3])[CH3:2]. (10) The product is: [Cl:1][C:2]1[CH:10]=[CH:9][CH:8]=[C:7]([F:11])[C:3]=1[C:4]([N:35]([CH2:36][CH3:37])[CH2:34][C:14]([CH2:15][NH:16][C:17]1[CH:25]=[CH:24][CH:23]=[C:22]2[C:18]=1[CH:19]=[N:20][N:21]2[C:26]1[CH:27]=[CH:28][C:29]([F:32])=[CH:30][CH:31]=1)([OH:33])[C:13]([F:12])([F:40])[F:39])=[O:5]. Given the reactants [Cl:1][C:2]1[CH:10]=[CH:9][CH:8]=[C:7]([F:11])[C:3]=1[C:4](Cl)=[O:5].[F:12][C:13]([F:40])([F:39])[C:14]([CH2:34][NH:35][CH2:36][CH2:37]C)([OH:33])[CH2:15][NH:16][C:17]1[CH:25]=[CH:24][CH:23]=[C:22]2[C:18]=1[CH:19]=[N:20][N:21]2[C:26]1[CH:31]=[CH:30][C:29]([F:32])=[CH:28][CH:27]=1, predict the reaction product.